Task: Predict the product of the given reaction.. Dataset: Forward reaction prediction with 1.9M reactions from USPTO patents (1976-2016) (1) Given the reactants [CH3:1][O:2][CH:3]([O:19][CH3:20])[C@:4]1([CH3:18])[C@H:9]2[O:10][C@H:8]2[C:7]2[CH:11]=[C:12]([N+:15]([O-:17])=[O:16])[CH:13]=[CH:14][C:6]=2[O:5]1.[CH3:21][C:22]1[CH:27]=[C:26]([CH3:28])[CH:25]=[CH:24][C:23]=1[NH:29][CH2:30][C:31]1[NH:32][CH:33]=[CH:34][N:35]=1, predict the reaction product. The product is: [CH3:1][O:2][CH:3]([O:19][CH3:20])[C@:4]1([CH3:18])[C@@H:9]([OH:10])[C@H:8]([N:29]([C:23]2[CH:24]=[CH:25][C:26]([CH3:28])=[CH:27][C:22]=2[CH3:21])[CH2:30][C:31]2[NH:35][CH:34]=[CH:33][N:32]=2)[C:7]2[CH:11]=[C:12]([N+:15]([O-:17])=[O:16])[CH:13]=[CH:14][C:6]=2[O:5]1. (2) Given the reactants [F:1][C:2]1[CH:3]=[C:4]([CH:6]=[CH:7][C:8]=1[O:9][C:10]1[CH:15]=[CH:14][N:13]=[C:12]2[NH:16][CH:17]=[C:18]([Cl:19])[C:11]=12)[NH2:5].[Cl:20][C:21]1[CH:26]=[C:25](Cl)[N:24]=[C:23]([NH2:28])[N:22]=1.Cl.[OH-].[Na+], predict the reaction product. The product is: [Cl:20][C:21]1[N:22]=[C:23]([NH2:28])[N:24]=[C:25]([NH:5][C:4]2[CH:6]=[CH:7][C:8]([O:9][C:10]3[CH:15]=[CH:14][N:13]=[C:12]4[NH:16][CH:17]=[C:18]([Cl:19])[C:11]=34)=[C:2]([F:1])[CH:3]=2)[CH:26]=1. (3) Given the reactants [NH2:1][C:2]1[C:7]([C:8]#N)=[C:6](Cl)[N:5]=[CH:4][N:3]=1.[CH3:11]CN(C(C)C)C(C)C, predict the reaction product. The product is: [NH:5]1[C:6]2[CH:7]=[CH:8][CH:11]=[N:1][C:2]=2[N:3]=[CH:4]1. (4) Given the reactants [O:1]=[C:2]1[CH2:6][CH2:5][CH2:4][N:3]1[CH2:7][CH2:8][C:9]([OH:11])=O.[CH:12]1([NH:15][C:16]([NH:18][C:19]2[CH:24]=[CH:23][C:22]([C:25]3[N:26]=[C:27]([N:34]4[CH2:39][CH2:38][O:37][CH2:36][C@@H:35]4[CH3:40])[C:28]4[CH2:33][NH:32][CH2:31][C:29]=4[N:30]=3)=[CH:21][CH:20]=2)=[O:17])[CH2:14][CH2:13]1, predict the reaction product. The product is: [CH:12]1([NH:15][C:16]([NH:18][C:19]2[CH:20]=[CH:21][C:22]([C:25]3[N:26]=[C:27]([N:34]4[CH2:39][CH2:38][O:37][CH2:36][C@@H:35]4[CH3:40])[C:28]4[CH2:33][N:32]([C:9](=[O:11])[CH2:8][CH2:7][N:3]5[CH2:4][CH2:5][CH2:6][C:2]5=[O:1])[CH2:31][C:29]=4[N:30]=3)=[CH:23][CH:24]=2)=[O:17])[CH2:13][CH2:14]1. (5) Given the reactants [Cl:1][C:2]1[CH:3]=[C:4]([C:9](=O)[CH2:10][C:11](=O)[C:12]([F:15])([F:14])[F:13])[CH:5]=[CH:6][C:7]=1[F:8].[NH2:18][C:19]1[C:23]([C:24]2[CH:25]=[N:26][CH:27]=[CH:28][CH:29]=2)=[CH:22][NH:21][N:20]=1, predict the reaction product. The product is: [Cl:1][C:2]1[CH:3]=[C:4]([C:9]2[CH:10]=[C:11]([C:12]([F:15])([F:14])[F:13])[N:20]3[N:21]=[CH:22][C:23]([C:24]4[CH:25]=[N:26][CH:27]=[CH:28][CH:29]=4)=[C:19]3[N:18]=2)[CH:5]=[CH:6][C:7]=1[F:8]. (6) Given the reactants II.[C:3]([O:6][CH2:7][CH2:8][CH2:9][CH2:10][CH2:11][CH2:12][CH2:13][CH2:14][CH2:15][CH2:16][CH2:17]Br)(=[O:5])[CH3:4].CC([C@@H]1N=C(C2C=CC=C(C3OC[C@H](C(C)C)N=3)N=2)OC1)C.I[CH2:42][CH2:43][CH2:44][CH2:45][CH2:46][CH2:47][O:48][CH:49]1[CH2:54][CH2:53][CH2:52][CH2:51][O:50]1, predict the reaction product. The product is: [C:3]([O:6][CH2:7][CH2:8][CH2:9][CH2:10][CH2:11][CH2:12][CH2:13][CH2:14][CH2:15][CH2:16][CH2:17][CH2:42][CH2:43][CH2:44][CH2:45][CH2:46][CH2:47][O:48][CH:49]1[CH2:54][CH2:53][CH2:52][CH2:51][O:50]1)(=[O:5])[CH3:4]. (7) Given the reactants C[N:2]([C:19]1[CH:20]=[N:21][CH:22]=[CH:23][C:24]=1N1CCCCC1C)[C:3](=O)C1C=C(C(F)(F)F)C=C(C(F)(F)F)C=1.[F:32][C:33]1[CH:34]=[N:35][CH:36]=[CH:37][C:38]=1B(O)O, predict the reaction product. The product is: [F:32][C:33]1[CH:34]=[N:35][CH:36]=[CH:37][C:38]=1[C:24]1[CH:23]=[CH:22][N:21]=[CH:20][C:19]=1[NH:2][CH3:3]. (8) Given the reactants Br[C:2]1[N:6]2[N:7]=[C:8]([C:11]3[CH:19]=[CH:18][C:14]([C:15]([NH2:17])=[O:16])=[CH:13][CH:12]=3)[CH:9]=[CH:10][C:5]2=[N:4][CH:3]=1.CC1(C)C(C)(C)OB([C:28]2[CH:29]=[C:30]([C:35]([F:38])([F:37])[F:36])[C:31]([NH2:34])=[N:32][CH:33]=2)O1, predict the reaction product. The product is: [NH2:34][C:31]1[N:32]=[CH:33][C:28]([C:2]2[N:6]3[N:7]=[C:8]([C:11]4[CH:19]=[CH:18][C:14]([C:15]([NH2:17])=[O:16])=[CH:13][CH:12]=4)[CH:9]=[CH:10][C:5]3=[N:4][CH:3]=2)=[CH:29][C:30]=1[C:35]([F:38])([F:36])[F:37]. (9) Given the reactants [C:1]1([S:7]([CH2:10][C:11]2[C:16]([C:17]([OH:19])=[O:18])=[C:15]([O:20][CH3:21])[C:14](Br)=[CH:13][CH:12]=2)(=[O:9])=[O:8])[CH:6]=[CH:5][CH:4]=[CH:3][CH:2]=1.C(=NO)C1C(=CC=CC=1)O.[NH:33]1[CH:37]=[CH:36][N:35]=[CH:34]1.C(=O)([O-])[O-].[Cs+].[Cs+], predict the reaction product. The product is: [C:1]1([S:7]([CH2:10][C:11]2[C:16]([C:17]([OH:19])=[O:18])=[C:15]([O:20][CH3:21])[C:14]([N:33]3[CH:37]=[CH:36][N:35]=[CH:34]3)=[CH:13][CH:12]=2)(=[O:9])=[O:8])[CH:6]=[CH:5][CH:4]=[CH:3][CH:2]=1. (10) Given the reactants [S:1]1[CH:5]=[CH:4][C:3]([CH2:6][OH:7])=[CH:2]1.[S:8](=[O:10])=[O:9], predict the reaction product. The product is: [SH:8]([C:2]1[S:1][CH:5]=[CH:4][C:3]=1[CH2:6][OH:7])(=[O:10])=[O:9].